The task is: Predict the reaction yield, written as a fraction of the theoretical maximum amount of product (1.0 means a 100% yield; for example, 0.34 means a 34% yield).. This data is from Reaction yield outcomes from USPTO patents with 853,638 reactions. (1) The reactants are [F:1][C:2]1[C:8](F)=[C:7]([F:10])[CH:6]=[C:5]([N+:11]([O-:13])=[O:12])[C:3]=1[NH2:4].[F:14][C:15]1[CH:22]=[CH:21][C:18]([CH2:19][NH2:20])=[CH:17][CH:16]=1.CCN(CC)CC. The catalyst is CS(C)=O.II. The product is [F:1][C:2]1[C:3]([NH2:4])=[C:5]([N+:11]([O-:13])=[O:12])[CH:6]=[C:7]([F:10])[C:8]=1[NH:20][CH2:19][C:18]1[CH:21]=[CH:22][C:15]([F:14])=[CH:16][CH:17]=1. The yield is 0.690. (2) The reactants are [CH3:1][C:2]1[CH:11]=[CH:10][C:9]2[C:4](=[CH:5][CH:6]=[CH:7][C:8]=2[N:12]2[CH2:17][CH2:16][N:15]([CH2:18][CH2:19][C:20]3[CH:21]=[C:22]([CH:24]=[CH:25][CH:26]=3)[NH2:23])[CH2:14][CH2:13]2)[N:3]=1.[CH3:27][C:28]1[C:32]([C:33](O)=[O:34])=[C:31]([CH3:36])[O:30][N:29]=1. No catalyst specified. The product is [CH3:27][C:28]1[C:32]([C:33]([NH:23][C:22]2[CH:24]=[CH:25][CH:26]=[C:20]([CH2:19][CH2:18][N:15]3[CH2:14][CH2:13][N:12]([C:8]4[CH:7]=[CH:6][CH:5]=[C:4]5[C:9]=4[CH:10]=[CH:11][C:2]([CH3:1])=[N:3]5)[CH2:17][CH2:16]3)[CH:21]=2)=[O:34])=[C:31]([CH3:36])[O:30][N:29]=1. The yield is 0.560. (3) The reactants are [O:1]([C:8]1[C:9]([NH:21][C:22]2[S:26][N:25]=[C:24]([CH:27]3[CH2:32][CH2:31][N:30](C(OC(C)(C)C)=O)[CH2:29][CH2:28]3)[N:23]=2)=[N:10][CH:11]=[C:12]([S:14][C:15]2[CH:20]=[CH:19][CH:18]=[CH:17][N:16]=2)[CH:13]=1)[C:2]1[CH:7]=[CH:6][CH:5]=[CH:4][CH:3]=1.C(Cl)[Cl:41].CO. The catalyst is Cl.O1CCOCC1. The product is [ClH:41].[ClH:41].[ClH:41].[O:1]([C:8]1[C:9]([NH:21][C:22]2[S:26][N:25]=[C:24]([CH:27]3[CH2:32][CH2:31][NH:30][CH2:29][CH2:28]3)[N:23]=2)=[N:10][CH:11]=[C:12]([S:14][C:15]2[CH:20]=[CH:19][CH:18]=[CH:17][N:16]=2)[CH:13]=1)[C:2]1[CH:7]=[CH:6][CH:5]=[CH:4][CH:3]=1. The yield is 0.980. (4) The reactants are [C:1]1([CH3:14])[CH:6]=[CH:5][CH:4]=[C:3]([N:7]2[N:11]=[N:10][C:9]([CH2:12][OH:13])=[N:8]2)[CH:2]=1.[H-].[Na+].CS([C:21]1[N:22]([CH3:32])[C:23]([C:26]2[CH:31]=[CH:30][N:29]=[CH:28][CH:27]=2)=[N:24][N:25]=1)(=O)=O. No catalyst specified. The product is [CH3:32][N:22]1[C:21]([O:13][CH2:12][C:9]2[N:10]=[N:11][N:7]([C:3]3[CH:2]=[C:1]([CH3:14])[CH:6]=[CH:5][CH:4]=3)[N:8]=2)=[N:25][N:24]=[C:23]1[C:26]1[CH:31]=[CH:30][N:29]=[CH:28][CH:27]=1. The yield is 0.520. (5) The reactants are [H-].[H-].[H-].[H-].[Li+].[Al+3].[CH3:7][NH:8][C:9]([C:11]1[C:19]2[C:14](=[CH:15][CH:16]=[CH:17][CH:18]=2)[N:13]([CH3:20])[CH:12]=1)=O. The catalyst is C1COCC1. The product is [CH3:20][N:13]1[C:14]2[C:19](=[CH:18][CH:17]=[CH:16][CH:15]=2)[C:11]([CH2:9][NH:8][CH3:7])=[CH:12]1. The yield is 0.670. (6) The reactants are C(NC(C)C)(C)C.C([Li])CCC.[CH3:13][O:14][C:15](=[O:30])[CH2:16][CH:17]1[CH2:22][CH2:21][N:20]([C:23]([O:25][C:26]([CH3:29])([CH3:28])[CH3:27])=[O:24])[CH2:19][CH2:18]1.[H-].[Na+].[CH:33]([C:35]1[C:36]([NH:41][C:42](=[O:47])[C:43]([CH3:46])([CH3:45])[CH3:44])=[N:37][CH:38]=[CH:39][CH:40]=1)=[O:34]. The catalyst is O1CCCC1. The product is [OH:34][CH:33]([C:35]1[C:36]([NH:41][C:42](=[O:47])[C:43]([CH3:45])([CH3:44])[CH3:46])=[N:37][CH:38]=[CH:39][CH:40]=1)[CH:16]([CH:17]1[CH2:18][CH2:19][N:20]([C:23]([O:25][C:26]([CH3:27])([CH3:29])[CH3:28])=[O:24])[CH2:21][CH2:22]1)[C:15]([O:14][CH3:13])=[O:30]. The yield is 0.930. (7) The reactants are [Cl:1][C:2]1[CH:3]=[CH:4][C:5]([O:31][CH3:32])=[C:6]([S:8]([NH:11][C:12]2[CH:13]=[C:14]([CH:28]=[CH:29][CH:30]=2)[C:15]([NH:17][C:18]2[CH:23]=[CH:22][C:21]([C:24](=[NH:27])[NH:25][OH:26])=[CH:20][CH:19]=2)=[O:16])(=[O:10])=[O:9])[CH:7]=1.[C:33](N1C=CN=C1)(N1C=CN=C1)=[S:34].N12CCCC1=NCCC2. The catalyst is C(#N)C. The product is [Cl:1][C:2]1[CH:3]=[CH:4][C:5]([O:31][CH3:32])=[C:6]([S:8]([NH:11][C:12]2[CH:13]=[C:14]([CH:28]=[CH:29][CH:30]=2)[C:15]([NH:17][C:18]2[CH:19]=[CH:20][C:21]([C:24]3[NH:27][C:33](=[S:34])[O:26][N:25]=3)=[CH:22][CH:23]=2)=[O:16])(=[O:10])=[O:9])[CH:7]=1. The yield is 0.200. (8) The reactants are [CH3:1][O:2][C:3]1[CH:4]=[C:5]([C:9]#[C:10][CH2:11][OH:12])[CH:6]=[CH:7][CH:8]=1. The catalyst is C(Cl)Cl.O=[Mn]=O. The product is [CH3:1][O:2][C:3]1[CH:4]=[C:5]([C:9]#[C:10][CH:11]=[O:12])[CH:6]=[CH:7][CH:8]=1. The yield is 0.250.